From a dataset of Catalyst prediction with 721,799 reactions and 888 catalyst types from USPTO. Predict which catalyst facilitates the given reaction. Reactant: CS([Cl:5])(=O)=O.[CH:6]1([CH2:12][N:13]2[C:21]3[C:16](=[CH:17][CH:18]=[CH:19][C:20]=3[O:22][CH3:23])[C:15]([C:24]3[S:25][C:26]([CH2:31][CH3:32])=[C:27]([CH2:29]O)[N:28]=3)=[CH:14]2)[CH2:11][CH2:10][CH2:9][CH2:8][CH2:7]1.C(N(C(C)C)CC)(C)C. Product: [Cl:5][CH2:29][C:27]1[N:28]=[C:24]([C:15]2[C:16]3[C:21](=[C:20]([O:22][CH3:23])[CH:19]=[CH:18][CH:17]=3)[N:13]([CH2:12][CH:6]3[CH2:11][CH2:10][CH2:9][CH2:8][CH2:7]3)[CH:14]=2)[S:25][C:26]=1[CH2:31][CH3:32]. The catalyst class is: 4.